This data is from Catalyst prediction with 721,799 reactions and 888 catalyst types from USPTO. The task is: Predict which catalyst facilitates the given reaction. (1) Reactant: Cl[CH2:2][C:3]([C:5]1[C:6]([CH:14]([CH3:16])[CH3:15])=[N:7][N:8]2[CH:13]=[CH:12][CH:11]=[CH:10][C:9]=12)=O.[NH2:17][C:18]([NH2:20])=[S:19].[H-].[Na+].O. Product: [CH:14]([C:6]1[C:5]([C:3]2[CH2:2][S:19][C:18](=[NH:17])[N:20]=2)=[C:9]2[CH:10]=[CH:11][CH:12]=[CH:13][N:8]2[N:7]=1)([CH3:16])[CH3:15]. The catalyst class is: 12. (2) Reactant: C(Cl)(=O)C(Cl)=O.[F:7][C:8]([F:14])([F:13])[CH2:9][C:10](O)=[O:11].[N:15]1([C@H:21]2[CH2:24][C@H:23]([O:25][C:26]3[CH:31]=[CH:30][C:29]([C:32]4[S:33][C:34]5[CH2:35][NH:36][CH2:37][CH2:38][C:39]=5[N:40]=4)=[CH:28][CH:27]=3)[CH2:22]2)[CH2:20][CH2:19][CH2:18][CH2:17][CH2:16]1.C(N(CC)CC)C. Product: [N:15]1([C@H:21]2[CH2:22][C@H:23]([O:25][C:26]3[CH:27]=[CH:28][C:29]([C:32]4[S:33][C:34]5[CH2:35][N:36]([C:10](=[O:11])[CH2:9][C:8]([F:14])([F:13])[F:7])[CH2:37][CH2:38][C:39]=5[N:40]=4)=[CH:30][CH:31]=3)[CH2:24]2)[CH2:20][CH2:19][CH2:18][CH2:17][CH2:16]1. The catalyst class is: 120. (3) Reactant: [CH:1]1([C:4]2[N:5]=[CH:6][C:7]([O:10][C@H:11]3[CH2:19][N:14]4[CH2:15][CH2:16][NH:17][CH2:18][C@@H:13]4[CH2:12]3)=[N:8][CH:9]=2)[CH2:3][CH2:2]1.C(N(CC)CC)C.[C:27]([C:30]1[CH:31]=[C:32]([S:36](Cl)(=[O:38])=[O:37])[CH:33]=[CH:34][CH:35]=1)(=[O:29])[CH3:28]. Product: [CH:1]1([C:4]2[N:5]=[CH:6][C:7]([O:10][C@H:11]3[CH2:19][N:14]4[CH2:15][CH2:16][N:17]([S:36]([C:32]5[CH:31]=[C:30]([C:27](=[O:29])[CH3:28])[CH:35]=[CH:34][CH:33]=5)(=[O:38])=[O:37])[CH2:18][C@@H:13]4[CH2:12]3)=[N:8][CH:9]=2)[CH2:3][CH2:2]1. The catalyst class is: 4. (4) Reactant: [O:1]([C:8]1[CH:13]=[CH:12][C:11]([S:14]([C:17]2([C:33](=[O:42])[NH:34][O:35][CH:36]3[CH2:41][CH2:40][CH2:39][CH2:38][O:37]3)[CH2:22][CH2:21][N:20](C(OCC3C=CC=CC=3)=O)[CH2:19][CH2:18]2)(=[O:16])=[O:15])=[CH:10][CH:9]=1)[C:2]1[CH:7]=[CH:6][CH:5]=[CH:4][CH:3]=1. Product: [O:1]([C:8]1[CH:9]=[CH:10][C:11]([S:14]([C:17]2([C:33](=[O:42])[NH:34][O:35][CH:36]3[CH2:41][CH2:40][CH2:39][CH2:38][O:37]3)[CH2:22][CH2:21][NH:20][CH2:19][CH2:18]2)(=[O:15])=[O:16])=[CH:12][CH:13]=1)[C:2]1[CH:3]=[CH:4][CH:5]=[CH:6][CH:7]=1. The catalyst class is: 43. (5) Reactant: [F:1][C:2]1[CH:16]=[CH:15][CH:14]=[C:13]([CH2:17][CH:18]=[CH:19][C:20]2[CH:25]=[CH:24][CH:23]=[CH:22][CH:21]=2)[C:3]=1[CH2:4][NH:5]C(=O)OC(C)(C)C.C(=O)(O)[O-].[Na+]. Product: [F:1][C:2]1[CH:16]=[CH:15][CH:14]=[C:13]([CH2:17][CH:18]=[CH:19][C:20]2[CH:25]=[CH:24][CH:23]=[CH:22][CH:21]=2)[C:3]=1[CH2:4][NH2:5]. The catalyst class is: 601.